From a dataset of Peptide-MHC class I binding affinity with 185,985 pairs from IEDB/IMGT. Regression. Given a peptide amino acid sequence and an MHC pseudo amino acid sequence, predict their binding affinity value. This is MHC class I binding data. (1) The peptide sequence is WPKFAVPNL. The MHC is Patr-A0701 with pseudo-sequence Patr-A0701. The binding affinity (normalized) is 0.00719. (2) The peptide sequence is NILIVLYYL. The MHC is HLA-A02:06 with pseudo-sequence HLA-A02:06. The binding affinity (normalized) is 0.354.